Dataset: Forward reaction prediction with 1.9M reactions from USPTO patents (1976-2016). Task: Predict the product of the given reaction. (1) Given the reactants [CH2:1]([O:3][C:4]1[CH:5]=[C:6]([CH:12]([N:17]2[C:25](=[O:26])[C:24]3[C:19](=[CH:20][CH:21]=[CH:22][C:23]=3[NH:27][C:28](=[O:30])[CH3:29])[C:18]2=[O:31])[CH2:13][CH:14]([OH:16])[CH3:15])[CH:7]=[CH:8][C:9]=1[O:10][CH3:11])[CH3:2].C1C=CC(N=NC2C=CC(N)=NC=2N)=CC=1.Cl.[Cr](Cl)([O-])(=O)=O, predict the reaction product. The product is: [CH2:1]([O:3][C:4]1[CH:5]=[C:6]([CH:12]([N:17]2[C:25](=[O:26])[C:24]3[C:19](=[CH:20][CH:21]=[CH:22][C:23]=3[NH:27][C:28](=[O:30])[CH3:29])[C:18]2=[O:31])[CH2:13][C:14](=[O:16])[CH3:15])[CH:7]=[CH:8][C:9]=1[O:10][CH3:11])[CH3:2]. (2) Given the reactants CC([S@]([NH:7][C@@H:8]([C:13]1[CH:18]=[CH:17][C:16]([C:19]2[CH:24]=[CH:23][C:22]([C:25]([F:28])([F:27])[F:26])=[CH:21][CH:20]=2)=[CH:15][CH:14]=1)[CH2:9][CH:10]([CH3:12])[CH3:11])=O)(C)C.CO.[ClH:31], predict the reaction product. The product is: [ClH:31].[CH3:11][CH:10]([CH3:12])[CH2:9][C@H:8]([C:13]1[CH:18]=[CH:17][C:16]([C:19]2[CH:24]=[CH:23][C:22]([C:25]([F:26])([F:27])[F:28])=[CH:21][CH:20]=2)=[CH:15][CH:14]=1)[NH2:7]. (3) Given the reactants [Br:1][C:2]1[C:3](=O)[NH:4][C:5]([CH3:15])=[CH:6][C:7]=1[C:8]1[CH:13]=[CH:12][C:11]([Cl:14])=[CH:10][CH:9]=1.P(Cl)(Cl)([Cl:19])=O, predict the reaction product. The product is: [Br:1][C:2]1[C:3]([Cl:19])=[N:4][C:5]([CH3:15])=[CH:6][C:7]=1[C:8]1[CH:13]=[CH:12][C:11]([Cl:14])=[CH:10][CH:9]=1. (4) Given the reactants [NH2:1][C:2]1[C:3]([N+:21]([O-])=O)=[C:4]([N:8]2[CH2:13][CH2:12][N:11]([C:14]([O:16][C:17]([CH3:20])([CH3:19])[CH3:18])=[O:15])[CH2:10][CH2:9]2)[CH:5]=[CH:6][CH:7]=1, predict the reaction product. The product is: [NH2:21][C:3]1[C:2]([NH2:1])=[CH:7][CH:6]=[CH:5][C:4]=1[N:8]1[CH2:13][CH2:12][N:11]([C:14]([O:16][C:17]([CH3:20])([CH3:19])[CH3:18])=[O:15])[CH2:10][CH2:9]1. (5) Given the reactants [O:1]1[CH2:5][CH2:4][O:3][CH:2]1[C:6]([CH3:26])([CH3:25])[CH2:7][C:8](=[O:24])[C:9]([NH:11][C:12]1[CH:13]=[CH:14][C:15]2[C:20](=[O:21])[O:19][N:18]=[C:17]([CH3:22])[C:16]=2[CH:23]=1)=[O:10].[CH2:27]([Mg]Cl)[C:28]1[CH:33]=[CH:32][CH:31]=[CH:30][CH:29]=1, predict the reaction product. The product is: [CH2:27]([C:8]([OH:24])([CH2:7][C:6]([CH:2]1[O:1][CH2:5][CH2:4][O:3]1)([CH3:26])[CH3:25])[C:9]([NH:11][C:12]1[CH:13]=[CH:14][C:15]2[C:20](=[O:21])[O:19][N:18]=[C:17]([CH3:22])[C:16]=2[CH:23]=1)=[O:10])[C:28]1[CH:33]=[CH:32][CH:31]=[CH:30][CH:29]=1. (6) Given the reactants [NH2:1][C:2]1[CH:3]=[C:4]2[C:8](=[CH:9][CH:10]=1)[N:7]([CH3:11])[CH:6]=[C:5]2[CH:12]1[CH2:17][CH2:16][CH2:15][N:14]([C:18]([O:20][C:21]([CH3:24])([CH3:23])[CH3:22])=[O:19])[CH2:13]1.[C:25]([C:27]1[CH:32]=[CH:31][N:30]=[C:29]([C:33](Cl)=[O:34])[CH:28]=1)#[N:26].C(OC(=O)C)C, predict the reaction product. The product is: [C:25]([C:27]1[CH:32]=[CH:31][N:30]=[C:29]([C:33]([NH:1][C:2]2[CH:3]=[C:4]3[C:8](=[CH:9][CH:10]=2)[N:7]([CH3:11])[CH:6]=[C:5]3[CH:12]2[CH2:17][CH2:16][CH2:15][N:14]([C:18]([O:20][C:21]([CH3:24])([CH3:23])[CH3:22])=[O:19])[CH2:13]2)=[O:34])[CH:28]=1)#[N:26]. (7) Given the reactants [Cl:1][C:2]1[CH:18]=[CH:17][C:5]([C:6]([N:8]([C:10]2[CH:15]=[CH:14][CH:13]=[CH:12][C:11]=2[OH:16])[CH3:9])=[O:7])=[CH:4][C:3]=1B1OC(C)(C)C(C)(C)O1.Br[C:29]1[C:30]([CH3:37])=[CH:31][C:32]([C:35]#[N:36])=[N:33][CH:34]=1.C([O-])([O-])=O.[K+].[K+], predict the reaction product. The product is: [Cl:1][C:2]1[CH:18]=[CH:17][C:5]([C:6]([N:8]([C:10]2[CH:15]=[CH:14][CH:13]=[CH:12][C:11]=2[OH:16])[CH3:9])=[O:7])=[CH:4][C:3]=1[C:29]1[CH:34]=[N:33][C:32]([C:35]#[N:36])=[CH:31][C:30]=1[CH3:37]. (8) The product is: [C:22]([O:21][C:19]([N:16]1[CH2:17][CH2:18][C:13]2([N:12]([CH2:27][C:28]3[CH:29]=[CH:30][CH:31]=[CH:32][CH:33]=3)[C:11](=[O:34])[C:10]3[CH:35]=[C:6](/[CH:5]=[CH:4]/[C:3]([OH:36])=[O:2])[CH:7]=[CH:8][C:9]=3[O:26]2)[CH2:14][CH2:15]1)=[O:20])([CH3:25])([CH3:23])[CH3:24]. Given the reactants C[O:2][C:3](=[O:36])/[CH:4]=[CH:5]/[C:6]1[CH:7]=[CH:8][C:9]2[O:26][C:13]3([CH2:18][CH2:17][N:16]([C:19]([O:21][C:22]([CH3:25])([CH3:24])[CH3:23])=[O:20])[CH2:15][CH2:14]3)[N:12]([CH2:27][C:28]3[CH:33]=[CH:32][CH:31]=[CH:30][CH:29]=3)[C:11](=[O:34])[C:10]=2[CH:35]=1.[OH-].[Na+], predict the reaction product.